Dataset: Reaction yield outcomes from USPTO patents with 853,638 reactions. Task: Predict the reaction yield, written as a fraction of the theoretical maximum amount of product (1.0 means a 100% yield; for example, 0.34 means a 34% yield). (1) The reactants are [F:1][C:2]([F:44])([F:43])[C:3]1[CH:4]=[C:5]([CH:40]=[CH:41][CH:42]=1)[CH2:6][NH:7][C:8](=[O:39])[C:9]1[CH:14]=[CH:13][N:12]=[C:11]([C:15]2[CH:20]=[C:19]([N:21]3[CH2:26][CH2:25][CH2:24][CH2:23][CH2:22]3)[CH:18]=[CH:17][C:16]=2[NH:27][C:28](=[O:38])[C:29]2([CH2:35][NH:36][CH3:37])[CH:34]=[CH:33][CH:32]=[CH:31][NH:30]2)[CH:10]=1.[O:45]1[CH2:50][CH2:49][N:48]([CH2:51][C:52]([OH:54])=O)[CH2:47][CH2:46]1.CCN=C=NCCCN(C)C.Cl. The catalyst is ClCCl.CN(C)C1C=CN=CC=1. The product is [F:43][C:2]([F:1])([F:44])[C:3]1[CH:4]=[C:5]([CH:40]=[CH:41][CH:42]=1)[CH2:6][NH:7][C:8](=[O:39])[C:9]1[CH:14]=[CH:13][N:12]=[C:11]([C:15]2[CH:20]=[C:19]([N:21]3[CH2:26][CH2:25][CH2:24][CH2:23][CH2:22]3)[CH:18]=[CH:17][C:16]=2[NH:27][C:28](=[O:38])[C:29]2([CH2:35][N:36]([CH3:37])[C:52](=[O:54])[CH2:51][N:48]3[CH2:47][CH2:46][O:45][CH2:50][CH2:49]3)[CH:34]=[CH:33][CH:32]=[CH:31][NH:30]2)[CH:10]=1. The yield is 0.590. (2) The reactants are [F:1][C:2]1[C:3]([O:17][CH3:18])=[C:4]([C:8]([CH3:16])([CH3:15])[CH2:9][C:10](=[O:14])[C:11]([OH:13])=[O:12])[CH:5]=[CH:6][CH:7]=1.S(=O)(=O)(O)O.[CH2:24](O)[CH3:25]. No catalyst specified. The product is [CH2:24]([O:12][C:11](=[O:13])[C:10](=[O:14])[CH2:9][C:8]([C:4]1[CH:5]=[CH:6][CH:7]=[C:2]([F:1])[C:3]=1[O:17][CH3:18])([CH3:16])[CH3:15])[CH3:25]. The yield is 0.906.